This data is from Experimentally validated miRNA-target interactions with 360,000+ pairs, plus equal number of negative samples. The task is: Binary Classification. Given a miRNA mature sequence and a target amino acid sequence, predict their likelihood of interaction. (1) The miRNA is hsa-miR-4477a with sequence CUAUUAAGGACAUUUGUGAUUC. The protein sequence of the target gene is MAAAVPRAAFLSPLLPLLLGFLLLSAPHGGSGLHTKGALPLDTVTFYKVIPKSKFVLVKFDTQYPYGEKQDEFKRLAENSASSDDLLVAEVGISDYGDKLNMELSEKYKLDKESYPVFYLFRDGDFENPVPYTGAVKVGAIQRWLKGQGVYLGMPGCLPVYDALAGEFIRASGVEARQALLKQGQDNLSSVKETQKKWAEQYLKIMGKILDQGEDFPASEMTRIARLIEKNKMSDGKKEELQKSLNILTAFQKKGAEKEEL. Result: 0 (no interaction). (2) The miRNA is hsa-miR-6871-3p with sequence CAGCACCCUGUGGCUCCCACAG. The protein sequence of the target gene is MFCSAQKGSCSSRVSSSGAVGSRGCTGGSSFGGGSSCGLGGGSAWGFQGSSNSWSLSGGSKGSMGGGFGSCSVRGGFGAASSYGGGSGFGGSSGFGGGSGFGGGSGFGGGSSGGFSSYGGSMGCGLGGVSGYDGGLLSGSEKQTMQDLNDRLANYLDKVRALEEANTDLECKIKDWYGKHGSVKGGSGRDYSQYYSIIEDLKKQILSATCENARMTLQIDNARLAADDFRMKYEHELCLRECLEADINGLRKVLDEMTMTRCDLEMQIEGLTEELVFLRKNHEEEMKCMQGSSGGDVTVE.... Result: 0 (no interaction). (3) The miRNA is hsa-miR-374a-5p with sequence UUAUAAUACAACCUGAUAAGUG. The protein sequence of the target gene is MKFLLDILLLLPLLIVCSLESFVKLFIPKRRKSVTGEIVLITGAGHGIGRLTAYEFAKLKSKLVLWDINKHGLEETAAKCKGLGAKVHTFVVDCSNREDIYSSAKKVKAEIGDVSILVNNAGVVYTSDLFATQDPQIEKTFEVNVLAHFWTTKAFLPAMTKNNHGHIVTVASAAGHVSVPFLLAYCSSKFAAVGFHKTLTDELAALQITGVKTTCLCPNFVNTGFIKNPSTSLGPTLEPEEVVNRLMHGILTEQKMIFIPSSIAFLTTLERILPERFLAVLKQKISVKFDAVIGYKMKAQ.... Result: 0 (no interaction). (4) The miRNA is cel-miR-83-3p with sequence UAGCACCAUAUAAAUUCAGUAA. The protein sequence of the target gene is MANDSPAKSLVDIDLSSLRDPAGIFELVEVVGNGTYGQVYKGRHVKTVTAAIKVMDVTEDEEEEITLEINMLKKYSHHRNIATYYGAFIKKSPPGHDDQLWLVMEFCGAGSITDLVKNTKGNTLKEDWIAYISREILRGLAHLHIHHVIHRDIKGQNVLLTENAEVKLVDFGVSAQLDRTVGRRNTFIGTPYWMAPEVIACDENPDATYDYRSDLWSCGITAIEMAEGGPPLCDMHPMRALFLIPRNPPPRLKSKKWSKKFFSFIEGCLVKNYMQRPSTEQLLKHPFIRDQPNERQVRIQ.... Result: 0 (no interaction). (5) The miRNA is hsa-miR-581 with sequence UCUUGUGUUCUCUAGAUCAGU. The protein sequence of the target gene is MSSEPSTTGTSPRTPRPGAQKSSGAVTKKGDRAAKDKTASTLPPVGEDEPKNPEEYQCTGVLETDFAELCTRSGYVDFPKVVTRPRVQQSSVPSASTSEKPVLDDQRPSASCSQSSLESKYVFFRPTIQVELEQEDSKAVKEIYIRGWKVEDRILGIFSKCLPSLSQLQAINLWKVGLTDKTLTTFIALLPLCSSTLRKVSLEGNPIPEQSFSKLMGLDSTIVHLSLRNNNINDHGAQLLGQALSTLQNSNRTLVSLNLAFNHIGDVGAGYIADGLRLNRSLLWLSLAHNHIQDKGALKL.... Result: 0 (no interaction). (6) The miRNA is rno-miR-322-5p with sequence CAGCAGCAAUUCAUGUUUUGGA. The protein sequence of the target gene is MADSAVPCSLGPSTRASSTHRDATGTKQTRALKRGDASKRQAELEAAIQRKVEFERKAVRIVEQLLEENITEEFLKECGMFITPAHYSDVVDERSIIKLCGYPLCQKKLGVIPKQKYRISTKTNKVYDITERKSFCSNFCYRASKFFETQIPKTPVWVREEERPPDFQLLKKGQSGSSGEVVQFFRDAVTAADVDGSGALEAQCDPASSSSWSERASDEEEQGFVSSLLPGNRPKAVDTRPQPHTKSSIMRKKAAQNVDSKEGEQTVSEVTEQLDNCRLDSQEKVATCKRPLKKESTQIS.... Result: 0 (no interaction).